This data is from Full USPTO retrosynthesis dataset with 1.9M reactions from patents (1976-2016). The task is: Predict the reactants needed to synthesize the given product. (1) Given the product [CH3:14][O:15][C:16]1[CH:23]=[C:22]([O:24][CH3:25])[CH:21]=[CH:20][C:17]=1/[CH:18]=[C:9]1/[C:10](=[O:11])/[C:12](=[CH:18]/[C:17]2[CH:20]=[CH:21][C:22]([O:24][CH3:25])=[CH:23][C:16]=2[O:15][CH3:14])/[O:13][C:4]2[CH:3]=[C:2]([CH3:1])[CH:7]=[CH:6][C:5]=2[O:8]/1, predict the reactants needed to synthesize it. The reactants are: [CH3:1][C:2]1[CH:7]=[CH:6][C:5]2[O:8][CH2:9][C:10]([CH2:12][O:13][C:4]=2[CH:3]=1)=[O:11].[CH3:14][O:15][C:16]1[CH:23]=[C:22]([O:24][CH3:25])[CH:21]=[CH:20][C:17]=1[CH:18]=O. (2) Given the product [C:19]([C:17]1[CH:16]=[CH:15][C:3]([CH2:4][NH:5][C:6](=[O:14])[C:7]2[CH:12]=[CH:11][CH:10]=[C:9]([CH3:13])[CH:8]=2)=[C:2]([NH:1][CH2:22][C:23](=[O:24])[NH:25][CH3:26])[CH:18]=1)#[N:20], predict the reactants needed to synthesize it. The reactants are: [NH2:1][C:2]1[CH:18]=[C:17]([C:19]#[N:20])[CH:16]=[CH:15][C:3]=1[CH2:4][NH:5][C:6](=[O:14])[C:7]1[CH:12]=[CH:11][CH:10]=[C:9]([CH3:13])[CH:8]=1.Cl[CH2:22][C:23]([NH:25][CH3:26])=[O:24]. (3) Given the product [N+:16]([C:19]1[CH:24]=[CH:23][CH:22]=[CH:21][C:20]=1[C:5]1[S:4][C:3]([NH2:2])=[N:7][CH:6]=1)([O-:18])=[O:17], predict the reactants needed to synthesize it. The reactants are: Br.[NH2:2][C:3]1[S:4][C:5](Br)=[CH:6][N:7]=1.C1(C)C=CC=CC=1.[N+:16]([C:19]1[CH:24]=[CH:23][CH:22]=[CH:21][C:20]=1B(O)O)([O-:18])=[O:17].C(=O)([O-])[O-].[Na+].[Na+]. (4) Given the product [OH:4][C@H:5]1[CH2:22][CH2:21][C@@:20]2([CH3:23])[C@@H:7]([CH2:8][CH2:9][C@:10]3([CH3:49])[C@@H:19]2[CH2:18][CH2:17][C@H:16]2[C@@:11]3([CH3:48])[CH2:12][CH2:13][C@@:14]3([C:30]([N:32]4[CH2:36][CH2:35][CH2:34][C@@H:33]4[C:37]4[NH:38][C:39]([C:42]5[CH:43]=[CH:44][CH:45]=[CH:46][CH:47]=5)=[CH:40][N:41]=4)=[O:31])[CH2:26][CH2:25][C@@H:24]([C:27]([CH3:29])=[CH2:28])[C@@H:15]32)[C:6]1([CH3:51])[CH3:50], predict the reactants needed to synthesize it. The reactants are: C([O:4][C@H:5]1[CH2:22][CH2:21][C@@:20]2([CH3:23])[C@@H:7]([CH2:8][CH2:9][C@:10]3([CH3:49])[C@@H:19]2[CH2:18][CH2:17][C@H:16]2[C@@:11]3([CH3:48])[CH2:12][CH2:13][C@@:14]3([C:30]([N:32]4[CH2:36][CH2:35][CH2:34][C@@H:33]4[C:37]4[NH:38][C:39]([C:42]5[CH:47]=[CH:46][CH:45]=[CH:44][CH:43]=5)=[CH:40][N:41]=4)=[O:31])[CH2:26][CH2:25][C@@H:24]([C:27]([CH3:29])=[CH2:28])[C@@H:15]32)[C:6]1([CH3:51])[CH3:50])(=O)C.C(=O)([O-])[O-].[K+].[K+].